This data is from Full USPTO retrosynthesis dataset with 1.9M reactions from patents (1976-2016). The task is: Predict the reactants needed to synthesize the given product. (1) Given the product [Si:1]([O:18][CH2:19][C:20]1[CH:21]=[C:22]([CH:42]=[C:43]([Cl:45])[CH:44]=1)[CH2:23][N:24]1[C:28]2[CH:29]=[CH:30][C:31]3[N:32]([C:33]([CH3:36])=[N:34][N:35]=3)[C:27]=2[CH:26]=[C:25]1[C:37]1[CH:38]=[CH:39][N:40]([CH3:48])[N:41]=1)([C:14]([CH3:16])([CH3:15])[CH3:17])([C:2]1[CH:3]=[CH:4][CH:5]=[CH:6][CH:7]=1)[C:8]1[CH:13]=[CH:12][CH:11]=[CH:10][CH:9]=1, predict the reactants needed to synthesize it. The reactants are: [Si:1]([O:18][CH2:19][C:20]1[CH:21]=[C:22]([CH:42]=[C:43]([Cl:45])[CH:44]=1)[CH2:23][N:24]1[C:28]2[CH:29]=[CH:30][C:31]3[N:32]([C:33]([CH3:36])=[N:34][N:35]=3)[C:27]=2[CH:26]=[C:25]1[C:37]1[NH:41][N:40]=[CH:39][CH:38]=1)([C:14]([CH3:17])([CH3:16])[CH3:15])([C:8]1[CH:13]=[CH:12][CH:11]=[CH:10][CH:9]=1)[C:2]1[CH:7]=[CH:6][CH:5]=[CH:4][CH:3]=1.[H-].[Na+].[CH3:48]I. (2) The reactants are: [CH3:1][O:2][C:3](=[O:28])[CH2:4][C:5]1[CH:10]=[C:9]([Cl:11])[C:8]([O:12][C:13]2[CH:18]=[CH:17][C:16]([NH:19][CH2:20][C:21]3[CH:26]=[CH:25][CH:24]=[CH:23][CH:22]=3)=[CH:15][CH:14]=2)=[C:7]([Cl:27])[CH:6]=1.C(N(CC)CC)C.[C:36](Cl)(=[O:40])[CH:37]([CH3:39])[CH3:38]. Given the product [CH3:1][O:2][C:3](=[O:28])[CH2:4][C:5]1[CH:10]=[C:9]([Cl:11])[C:8]([O:12][C:13]2[CH:14]=[CH:15][C:16]([N:19]([C:36](=[O:40])[CH:37]([CH3:39])[CH3:38])[CH2:20][C:21]3[CH:22]=[CH:23][CH:24]=[CH:25][CH:26]=3)=[CH:17][CH:18]=2)=[C:7]([Cl:27])[CH:6]=1, predict the reactants needed to synthesize it.